Dataset: Forward reaction prediction with 1.9M reactions from USPTO patents (1976-2016). Task: Predict the product of the given reaction. The product is: [Br:1][C:2]1[CH:10]=[CH:9][C:8]2[C:4](=[C:5]([CH3:11])[N:6]([CH2:13][CH2:14][O:15][Si:16]([C:19]([CH3:22])([CH3:21])[CH3:20])([CH3:18])[CH3:17])[N:7]=2)[CH:3]=1. Given the reactants [Br:1][C:2]1[CH:3]=[C:4]2[C:8](=[CH:9][CH:10]=1)[NH:7][N:6]=[C:5]2[CH3:11].Br[CH2:13][CH2:14][O:15][Si:16]([C:19]([CH3:22])([CH3:21])[CH3:20])([CH3:18])[CH3:17].[H-].[Na+].O, predict the reaction product.